From a dataset of Full USPTO retrosynthesis dataset with 1.9M reactions from patents (1976-2016). Predict the reactants needed to synthesize the given product. (1) Given the product [Cl:1][C:2]1[C:7]([S:8]([CH3:11])(=[O:10])=[O:9])=[CH:6][C:5]([C:12]2[N:13]([C:33]([N:48]3[CH2:47][CH2:46][CH:45]([NH:44][C:42]([NH:41][CH2:39][CH3:40])=[O:43])[CH2:50][CH2:49]3)=[O:34])[C@@:14]([C:26]3[CH:27]=[CH:28][C:29]([Cl:32])=[CH:30][CH:31]=3)([CH3:25])[C@@:15]([C:18]3[CH:19]=[CH:20][C:21]([Cl:24])=[CH:22][CH:23]=3)([CH3:17])[N:16]=2)=[C:4]([O:36][CH2:37][CH3:38])[CH:3]=1, predict the reactants needed to synthesize it. The reactants are: [Cl:1][C:2]1[C:7]([S:8]([CH3:11])(=[O:10])=[O:9])=[CH:6][C:5]([C:12]2[N:13]([C:33](Cl)=[O:34])[C@@:14]([C:26]3[CH:31]=[CH:30][C:29]([Cl:32])=[CH:28][CH:27]=3)([CH3:25])[C@@:15]([C:18]3[CH:23]=[CH:22][C:21]([Cl:24])=[CH:20][CH:19]=3)([CH3:17])[N:16]=2)=[C:4]([O:36][CH2:37][CH3:38])[CH:3]=1.[CH2:39]([NH:41][C:42]([NH:44][CH:45]1[CH2:50][CH2:49][NH:48][CH2:47][CH2:46]1)=[O:43])[CH3:40]. (2) Given the product [O:5]([C:12]1[CH:13]=[CH:14][C:15]([CH:16]=[C:17]2[S:21][C:20](=[O:22])[N:19]([CH2:23][C:24]3[CH:29]=[C:28]([OH:30])[C:27]([OH:38])=[C:26]([OH:46])[CH:25]=3)[C:18]2=[O:54])=[CH:55][CH:56]=1)[C:6]1[CH:7]=[CH:8][CH:9]=[CH:10][CH:11]=1, predict the reactants needed to synthesize it. The reactants are: B(Br)(Br)Br.[O:5]([C:12]1[CH:56]=[CH:55][C:15]([CH:16]=[C:17]2[S:21][C:20](=[O:22])[N:19]([CH2:23][C:24]3[CH:29]=[C:28]([O:30]CC4C=CC=CC=4)[C:27]([O:38]CC4C=CC=CC=4)=[C:26]([O:46]CC4C=CC=CC=4)[CH:25]=3)[C:18]2=[O:54])=[CH:14][CH:13]=1)[C:6]1[CH:11]=[CH:10][CH:9]=[CH:8][CH:7]=1.O. (3) Given the product [N:10]([C:5]1[NH:4][C:3](=[O:9])[NH:2][C:7](=[O:8])[CH:6]=1)=[N+:11]=[N-:12], predict the reactants needed to synthesize it. The reactants are: Cl[N:2]1[C:7](=[O:8])[CH:6]=[CH:5][NH:4][C:3]1=[O:9].[N-:10]=[N+:11]=[N-:12].[Na+]. (4) The reactants are: I[C:2]1[N:6]2[CH:7]=[CH:8][C:9]([Cl:11])=[CH:10][C:5]2=[N:4][CH:3]=1.CC1(C)C(C)(C)OB([C:20]2[CH:25]=[CH:24][C:23]([CH2:26][C:27]([NH:29][C:30]3[CH:35]=[CH:34][CH:33]=[C:32]([C:36]([F:39])([F:38])[F:37])[CH:31]=3)=[O:28])=[CH:22][CH:21]=2)O1. Given the product [Cl:11][C:9]1[CH:8]=[CH:7][N:6]2[C:2]([C:20]3[CH:21]=[CH:22][C:23]([CH2:26][C:27]([NH:29][C:30]4[CH:35]=[CH:34][CH:33]=[C:32]([C:36]([F:37])([F:38])[F:39])[CH:31]=4)=[O:28])=[CH:24][CH:25]=3)=[CH:3][N:4]=[C:5]2[CH:10]=1, predict the reactants needed to synthesize it. (5) Given the product [NH2:17][C:14]1[S:13][C:12]([C:10]([N:7]2[CH2:8][CH2:9][N:4]([CH2:3][CH2:2][OH:1])[CH2:5][CH2:6]2)=[O:11])=[CH:16][CH:15]=1, predict the reactants needed to synthesize it. The reactants are: [OH:1][CH2:2][CH2:3][N:4]1[CH2:9][CH2:8][N:7]([C:10]([C:12]2[S:13][C:14]([N+:17]([O-])=O)=[CH:15][CH:16]=2)=[O:11])[CH2:6][CH2:5]1.[N+](C1SC(C(O)=O)=CC=1)([O-])=O.N1(CCO)CCNCC1.CCN=C=NCCCN(C)C.C1C=CC2N(O)N=NC=2C=1.CN1CCOCC1.